Dataset: Peptide-MHC class I binding affinity with 185,985 pairs from IEDB/IMGT. Task: Regression. Given a peptide amino acid sequence and an MHC pseudo amino acid sequence, predict their binding affinity value. This is MHC class I binding data. (1) The peptide sequence is RPEMQEFEY. The MHC is HLA-B07:02 with pseudo-sequence HLA-B07:02. The binding affinity (normalized) is 0. (2) The peptide sequence is LLPRRGPRL. The binding affinity (normalized) is 0.519. The MHC is HLA-E01:01 with pseudo-sequence HLA-E01:03.